This data is from Catalyst prediction with 721,799 reactions and 888 catalyst types from USPTO. The task is: Predict which catalyst facilitates the given reaction. (1) Reactant: [Br:1][C:2]1[C:3]([CH3:9])=[C:4]([CH:6]=[CH:7][CH:8]=1)[NH2:5].[F:10][C:11]([F:22])([F:21])[C:12](O[C:12](=[O:13])[C:11]([F:22])([F:21])[F:10])=[O:13].[N+:23]([O-])([O-:25])=[O:24].[K+]. Product: [Br:1][C:2]1[C:3]([CH3:9])=[C:4]([NH:5][C:12](=[O:13])[C:11]([F:22])([F:21])[F:10])[C:6]([N+:23]([O-:25])=[O:24])=[CH:7][CH:8]=1. The catalyst class is: 2. (2) Reactant: [Si:1]([O:8][CH2:9][CH:10]=O)([C:4]([CH3:7])([CH3:6])[CH3:5])([CH3:3])[CH3:2].C(O)(=O)C.[NH2:16][C:17]1[CH:26]=[C:25]2[C:20]([CH:21]=[C:22]([C:28]3[CH:33]=[CH:32][CH:31]=[CH:30][C:29]=3[C:34]([F:37])([F:36])[F:35])[NH:23][C:24]2=[O:27])=[CH:19][CH:18]=1.B(C#N)([O-])[O-].[Na+].[Na+].C(=O)(O)[O-].[Na+]. Product: [Si:1]([O:8][CH2:9][CH2:10][NH:16][C:17]1[CH:26]=[C:25]2[C:20]([CH:21]=[C:22]([C:28]3[CH:33]=[CH:32][CH:31]=[CH:30][C:29]=3[C:34]([F:37])([F:35])[F:36])[NH:23][C:24]2=[O:27])=[CH:19][CH:18]=1)([C:4]([CH3:5])([CH3:6])[CH3:7])([CH3:2])[CH3:3]. The catalyst class is: 370. (3) Reactant: [Br:1][C:2]1[CH:3]=[CH:4][C:5]2[C:6]3[N:14]=[C:13]([CH:15]4[CH2:20][CH2:19][NH:18][CH2:17][CH2:16]4)[N:12]=[C:11](Cl)[C:7]=3[NH:8][C:9]=2[CH:10]=1.[CH3:22][CH2:23][O-:24].[Na+]. Product: [Br:1][C:2]1[CH:3]=[CH:4][C:5]2[C:6]3[N:14]=[C:13]([CH:15]4[CH2:20][CH2:19][NH:18][CH2:17][CH2:16]4)[N:12]=[C:11]([O:24][CH2:23][CH3:22])[C:7]=3[NH:8][C:9]=2[CH:10]=1. The catalyst class is: 6. (4) Reactant: [F:1][C:2]([F:14])([F:13])[O:3][C:4]1[CH:11]=[CH:10][CH:9]=[C:6]([CH:7]=O)[C:5]=1[OH:12].CC1(C)O[C:21](=[O:22])[CH2:20][C:18](=[O:19])[O:17]1. Product: [F:1][C:2]([F:14])([F:13])[O:3][C:4]1[CH:11]=[CH:10][CH:9]=[C:6]2[C:5]=1[O:12][C:21](=[O:22])[C:20]([C:18]([OH:19])=[O:17])=[CH:7]2. The catalyst class is: 6. (5) Reactant: [C:12]([O:11][C:9](O[C:9]([O:11][C:12]([CH3:15])([CH3:14])[CH3:13])=[O:10])=[O:10])([CH3:15])([CH3:14])[CH3:13].C(=O)([O-])[O-].[K+].[K+].Cl.[NH2:23][C@:24]1([C:41]([OH:43])=[O:42])[C@H:29]2[C@H:27]([C@@H:28]2[C:30]([O:32][CH2:33][CH3:34])=[O:31])[C@@H:26]([S:35][C:36]2[N:40]=[CH:39][NH:38][N:37]=2)[CH2:25]1.O. Product: [C:12]([O:11][C:9]([NH:23][C@@:24]1([C:41]([OH:43])=[O:42])[CH2:25][C@H:26]([S:35][C:36]2[N:40]=[CH:39][NH:38][N:37]=2)[C@@H:27]2[C@H:29]1[C@H:28]2[C:30]([O:32][CH2:33][CH3:34])=[O:31])=[O:10])([CH3:13])([CH3:14])[CH3:15]. The catalyst class is: 12.